From a dataset of Experimentally validated miRNA-target interactions with 360,000+ pairs, plus equal number of negative samples. Binary Classification. Given a miRNA mature sequence and a target amino acid sequence, predict their likelihood of interaction. (1) The miRNA is dme-let-7-5p with sequence UGAGGUAGUAGGUUGUAUAGU. The protein sequence of the target gene is MAFTNYSSLNRAQLTFEYLHTNSTTHEFLFGALAELVDNARDADATRIDIYAERREDLRGGFMLCFLDDGAGMDPSDAASVIQFGKSAKRTPESTQIGQYGNGLKSGSMRIGKDFILFTKKEDTMTCLFLSRTFHEEEGIDEVIVPLPTWNARTREPITDNVEKFAIETELVYKYSPFHTEEQVMNQFMKIPGNSGTLVIIFNLKLMDNGEPELDIISNPKDIQMAETSPEGTKPERRSFRAYAAVLYIDPRMRIFIHGHKVQTKRLSCCLYKPRMYKYTSSRFKTRAEQEVKKAEHVAR.... Result: 0 (no interaction). (2) The miRNA is hsa-miR-9-3p with sequence AUAAAGCUAGAUAACCGAAAGU. The protein sequence of the target gene is MPLHVKWPFPAVPPLTWTLASSVVMGLVGTYSCFWTKYMNHLTVHNREVLYELIEKRGPATPLITVSNHQSCMDDPHLWGILKLRHIWNLKLMRWTPAAADICFTKELHSHFFSLGKCVPVCRGAEFFQAENEGKGVLDTGRHMPGAGKRREKGDGVYQKGMDFILEKLNHGDWVHIFPEGKVNMSSEFLRFKWGIGRLIAECHLNPIILPLWHVGMNDVLPNSPPYFPRFGQKITVLIGKPFSALPVLERLRAENKSAVEMRKALTDFIQEEFQHLKTQAEQLHNHLQPGR. Result: 1 (interaction). (3) The miRNA is hsa-miR-1284 with sequence UCUAUACAGACCCUGGCUUUUC. The protein sequence of the target gene is MKLIIGIGGVTNGGKTTLTNSLLKALPNCCVIHQDDFFKPQDQIAVGEDGFKQWDVLESLDMETMLSTVQAWVKDPHKFARAHGVSLQSGASDTHVLLLEGFLLYSYRPLVDLYSQRYFLTVPYEECKRRRRSRTYMVPDPPGLFDGHVWPMYQKYRREMEQDGVEVVYLDGMKSPEGLFHQVLEDIQNRLLNTS. Result: 0 (no interaction). (4) The miRNA is mmu-miR-15a-5p with sequence UAGCAGCACAUAAUGGUUUGUG. The protein sequence of the target gene is MAASALYACTKCTQRYPFEELSQGQQLCKECRIAHPIVKCTYCRSEFQQESKTNTICKKCAQNVKQFGTPKPCQYCNIIAAFIGTKCQRCTNSEKKYGAPQTCEQCKQQCAFDRKEEGRRKVDGKLLCWLCTLSYKRVLQKTKEQRKSLGSSHSNSSSSSLTEKDQHHSKHHHHHHHHHHRHSSGHHKVSSLSPEQEQGLWKQSHKSSAAIQNETPKKKPKLESKPSNGDSSSINQSADSGGTDNFVLISQLKEEVMSLKRLLQQRDQTILEKDKKLTELKADFQYQESNLRTKMNSMEK.... Result: 1 (interaction). (5) The miRNA is hsa-miR-5581-5p with sequence AGCCUUCCAGGAGAAAUGGAGA. The protein sequence of the target gene is MALPFQKELEKYKNIDEDELLGKLSEEELKQLENVLDDLDPESAMLPAGFRQKDQTQKAATGPFDREHLLMYLEKEALEQKDREDFVPFTGEKKGRVFIPKEKPIETRKEEKVTLDPELEEALASASDTELYDLAAVLGVHNLLNNPKFDEETANNKGGKGPVRNVVKGEKVKPVFEEPPNPTNVEISLQQMKANDPSLQEVNLNNIKNIPIPTLREFAKALETNTHVKKFSLAATRSNDPVAIAFADMLKVNKTLTSLNIESNFITGTGILALVEALKENDTLTEIKIDNQRQQLGTAV.... Result: 0 (no interaction). (6) The miRNA is hsa-miR-1262 with sequence AUGGGUGAAUUUGUAGAAGGAU. The protein sequence of the target gene is MSRGYSENNNFLNNNNQMVLDMILYPLIGIPQTINWETIARLVPGLTPKECAKRFDELKSSGSSPVDNQYNSLMAAGESPVETLATYIKSSLLDIHGEFQETPVGHDAVSKTGRHSIASTRNCSSESENCTTHNGGEMTEESEGPNMVIHVCDEAKNLKEDFTCPRDLLISEMKYFAEYLSMDAQRWEEVDISVHCDVHIFNWLIKYIKRNTKENKDCEMPTLEPGNVISILISSEFLKMDSLVEQCIQYCHKNMNAIVATPCNMNCINANLLTRIADLFSHNEVDDLKDKKDKFKSKLF.... Result: 0 (no interaction). (7) The miRNA is hsa-miR-5698 with sequence UGGGGGAGUGCAGUGAUUGUGG. The protein sequence of the target gene is MGPLALPAWLQPRYRKNAYLFIYYLIQFCGHSWIFTNMTVRFFSFGKDSMVDTFYAIGLVMRLCQSVSLLELLHIYVGIESNHLLPRFLQLTERIIILFVVITSQEEVQEKYVVCVLFVFWNLLDMVRYTYSMLSVIGISYAVLTWLSQTLWMPIYPLCVLAEAFAIYQSLPYFESFGTYSTKLPFDLSIYFPYVLKIYLMMLFIGMYFTYSHLYSERRDILGIFPIKKKKM. Result: 1 (interaction). (8) The protein sequence of the target gene is MASPSGKGARALEAPGCGPRPLARDLVDSVDDAEGLYVAVERCPLCNTTRRRLTCAKCVQSGDFVYFDGRDRERFIDKKERLSRLKSKQEEFQKEVLKAMEGKWITDQLRWKIMSCKMRIEQLKQTICKGNEEMEKNSEGLLKTKEKNQKLYSRAQRHQEKKEKIQRHNRKLGDLVEKKTIDLRSHYERLANLRRSHILELTSVIFPIEEVKTGVRDPADVSSESDSAMTSSTVSKLAEARRTTYLSGRWVCDDHNGDTSISITGPWISLPNNGDYSAYYSWVEEKKTTQGPDMEQSNPA.... Result: 1 (interaction). The miRNA is hsa-miR-1307-3p with sequence ACUCGGCGUGGCGUCGGUCGUG. (9) The miRNA is hsa-miR-5681b with sequence AGGUAUUGCCACCCUUUCUAGU. The protein sequence of the target gene is MSGSSSVAAMKKVVQQLRLEAGLNRVKVSQAAADLKQFCLQNAQHDPLLTGVSSSTNPFRPQKVCSFL. Result: 0 (no interaction). (10) Result: 1 (interaction). The protein sequence of the target gene is MAETAAGVGRFKTNYAVERKIEPFYKGGKAQLDQTGQHLFCVCGTRVNILEVASGAVLRSLEQEDQEDITAFDLSPDNEVLVTASRALLLAQWAWQEGSVTRLWKAIHTAPVATMAFDPTSTLLATGGCDGAVRVWDIVRHYGTHHFRGSPGVVHLVAFHPDPTRLLLFSSATDAAIRVWSLQDRSCLAVLTAHYSAVTSLAFSADGHTMLSSGRDKICIIWDLQSCQATRTVPVFESVEAAVLLPEEPVSQLGVKSPGLYFLTAGDQGTLRVWEAASGQCVYTQAQPPGPGQELTHCTL.... The miRNA is hsa-miR-16-5p with sequence UAGCAGCACGUAAAUAUUGGCG.